From a dataset of Catalyst prediction with 721,799 reactions and 888 catalyst types from USPTO. Predict which catalyst facilitates the given reaction. (1) Reactant: [NH2:1][C:2]1[CH:3]=[C:4]([OH:8])[CH:5]=[CH:6][CH:7]=1.[CH:9]1([CH2:12]O)[CH2:11][CH2:10]1.C1(P(C2C=CC=CC=2)C2C=CC=CC=2)C=CC=CC=1.CCOC(/N=N/C(OCC)=O)=O. Product: [CH:9]1([CH2:12][O:8][C:4]2[CH:3]=[C:2]([NH2:1])[CH:7]=[CH:6][CH:5]=2)[CH2:11][CH2:10]1. The catalyst class is: 1. (2) Reactant: [F:1][C:2]1[CH:7]=[C:6]([N+:8]([O-])=O)[CH:5]=[CH:4][C:3]=1[N:11]1[CH2:15][CH2:14][CH:13]([N:16]([CH3:18])[CH3:17])[CH2:12]1.[H][H]. Product: [NH2:8][C:6]1[CH:5]=[CH:4][C:3]([N:11]2[CH2:15][CH2:14][CH:13]([N:16]([CH3:17])[CH3:18])[CH2:12]2)=[C:2]([F:1])[CH:7]=1. The catalyst class is: 29. (3) Reactant: [C:1]([O:5][C:6]([NH:8][C@@H:9]([CH2:39][CH2:40][CH2:41][CH2:42][NH:43][C:44]([O:46][C:47]([CH3:50])([CH3:49])[CH3:48])=[O:45])[C:10]([NH:12][CH2:13][CH2:14][CH2:15][CH2:16][C@H:17]([NH:21][C:22]([O:24][CH2:25][CH:26]1[C:38]2[CH:37]=[CH:36][CH:35]=[CH:34][C:33]=2[C:32]2[C:27]1=[CH:28][CH:29]=[CH:30][CH:31]=2)=[O:23])[C:18]([OH:20])=[O:19])=[O:11])=[O:7])([CH3:4])([CH3:3])[CH3:2].[C:51]1([CH2:57]O)[CH:56]=[CH:55][CH:54]=[CH:53][CH:52]=1.ON1C2N=CC=CC=2N=N1.Cl.C(N=C=NCCCN(C)C)C.C(N(C(C)C)C(C)C)C. Product: [CH2:57]([O:19][C:18](=[O:20])[C@@H:17]([NH:21][C:22]([O:24][CH2:25][CH:26]1[C:27]2[CH:28]=[CH:29][CH:30]=[CH:31][C:32]=2[C:33]2[C:38]1=[CH:37][CH:36]=[CH:35][CH:34]=2)=[O:23])[CH2:16][CH2:15][CH2:14][CH2:13][NH:12][C:10](=[O:11])[C@@H:9]([NH:8][C:6]([O:5][C:1]([CH3:4])([CH3:3])[CH3:2])=[O:7])[CH2:39][CH2:40][CH2:41][CH2:42][NH:43][C:44]([O:46][C:47]([CH3:50])([CH3:49])[CH3:48])=[O:45])[C:51]1[CH:56]=[CH:55][CH:54]=[CH:53][CH:52]=1. The catalyst class is: 2. (4) Reactant: [F:1][C:2]([F:41])([F:40])[C:3]1[CH:4]=[C:5]([CH:33]=[C:34]([C:36]([F:39])([F:38])[F:37])[CH:35]=1)[C:6]([N:8]1[CH2:13][CH2:12][CH:11]([N:14]2[CH2:19][CH2:18][N:17]([C:20](=O)[C:21](F)(F)F)[CH2:16][CH2:15]2)[CH:10]([C:26]2[CH:31]=[CH:30][C:29]([Cl:32])=[CH:28][CH:27]=2)[CH2:9]1)=[O:7].[CH2:42](OC1(O[Si](C)(C)C)CC1)C. Product: [F:1][C:2]([F:41])([F:40])[C:3]1[CH:4]=[C:5]([C:6]([N:8]2[CH2:13][CH2:12][CH:11]([N:14]3[CH2:15][CH2:16][N:17]([CH:20]4[CH2:42][CH2:21]4)[CH2:18][CH2:19]3)[CH:10]([C:26]3[CH:31]=[CH:30][C:29]([Cl:32])=[CH:28][CH:27]=3)[CH2:9]2)=[O:7])[CH:33]=[C:34]([C:36]([F:39])([F:37])[F:38])[CH:35]=1. The catalyst class is: 22. (5) Reactant: [C:1]([C:4]1[O:5][C:6]2[C:11]([C:12](=[O:14])[CH:13]=1)=[CH:10][C:9]([Br:15])=[CH:8][CH:7]=2)(=[O:3])[CH3:2].[Br:16]Br. Product: [Br:15][C:9]1[CH:10]=[C:11]2[C:6](=[CH:7][CH:8]=1)[O:5][C:4]([C:1](=[O:3])[CH2:2][Br:16])=[CH:13][C:12]2=[O:14]. The catalyst class is: 22. (6) Reactant: C([O:8][C:9]1[CH:10]=[CH:11][C:12]([C@@H:20]([O:35][Si:36]([C:39]([CH3:42])([CH3:41])[CH3:40])([CH3:38])[CH3:37])[CH2:21][NH:22][C:23]([CH3:34])([CH3:33])[CH2:24][C:25]2[CH:30]=[CH:29][CH:28]=[C:27]([CH2:31][OH:32])[CH:26]=2)=[C:13]2[C:18]=1[NH:17][C:16](=[O:19])[CH:15]=[CH:14]2)C1C=CC=CC=1.[H][H]. Product: [Si:36]([O:35][C@H:20]([C:12]1[CH:11]=[CH:10][C:9]([OH:8])=[C:18]2[C:13]=1[CH:14]=[CH:15][C:16](=[O:19])[NH:17]2)[CH2:21][NH:22][C:23]([CH3:34])([CH3:33])[CH2:24][C:25]1[CH:30]=[CH:29][CH:28]=[C:27]([CH2:31][OH:32])[CH:26]=1)([C:39]([CH3:40])([CH3:41])[CH3:42])([CH3:38])[CH3:37]. The catalyst class is: 63.